Dataset: Antibody developability classification from SAbDab with 2,409 antibodies. Task: Regression/Classification. Given an antibody's heavy chain and light chain sequences, predict its developability. TAP uses regression for 5 developability metrics; SAbDab uses binary classification. (1) The antibody is ['RAHLVQSGTAMKKPGASVRVSCQTSGYTFTAHILFWFRQAPGRGLEWVGWIKPQYGAVNFGGGFRDRVTLTRDVYREIAYMDIRGLKPDDTAVYYCARDRSYGDSSWALDAWGQGTTVVVSA', 'YIHVTQSPSSLSVSIGDRVTINCQTSQGVGSDLHWYQHKPGRAPKLLIHHTSSVEDGVPSRFSGSGFHTSFNLTISDLQADDIATYYCQVLQFFGRGSRLHIK']. Result: 0 (not developable). (2) The antibody is ['EVQLVQSGAEVKKPGESLKISCKGSGYSFTSYWIGWVRQMPGKGLEWMGIIYPGDSDTRYSPSFQGQVTISADKSISTAYLQWSSLKASDTAMYYCARLGGRYYYDSSGYYYFDYWGQGTLVTVSS', 'NFMLTQPHSVSESPGKTVTISCTRSSGSIASNYVQWYQQRPGSSPTTVIYEDNQRPSGVPDRFSGSIDSSSNSASLTISGLKTEDEADYYCQSYDSSSWVFGGGTKLTVL']. Result: 0 (not developable). (3) The antibody is ['EVQLQQSGPELVKPGSSVKISCKASRNTFTDYNLDWVKQSHGKTLEWIGNVYPNNGVTGYNQKFRGKATLTVDKSSSTAYMELHSLTSEDSAVYYCALYYYDVSYWGQGTLVTVSS', 'EIVLTQSPAIMSASPGEKVTMTCSASSSVSYMHWYQQKSGTSPKRWIYDTSKLASGVPARFSGSGSGTSYSLTISSMEAEDAATYFCHQWRSNPYTFGGGTKLEIK']. Result: 0 (not developable).